From a dataset of Reaction yield outcomes from USPTO patents with 853,638 reactions. Predict the reaction yield, written as a fraction of the theoretical maximum amount of product (1.0 means a 100% yield; for example, 0.34 means a 34% yield). (1) The reactants are [F:1][C:2]1[CH:3]=[CH:4][C:5]([NH:8][NH2:9])=[N:6][CH:7]=1.[F:10][C@H:11]1[CH2:15][N:14]([CH3:16])[C@H:13]([C:17](O)=[O:18])[CH2:12]1.C1C=CC2N(O)N=NC=2C=1.C(Cl)CCl. The catalyst is C(Cl)Cl.CN(C=O)C.O. The product is [F:1][C:2]1[CH:3]=[CH:4][C:5]([NH:8][NH:9][C:17]([C@@H:13]2[CH2:12][C@@H:11]([F:10])[CH2:15][N:14]2[CH3:16])=[O:18])=[N:6][CH:7]=1. The yield is 0.350. (2) The reactants are CN(C(ON1N=NC2C=CC=NC1=2)=[N+](C)C)C.F[P-](F)(F)(F)(F)F.[Cl:25][C:26]1[C:27]([C:50]2[N:54]3[CH:55]=[CH:56][CH:57]=[CH:58][C:53]3=[N:52][CH:51]=2)=[N:28][C:29]([NH:32][C:33]2[CH:38]=[CH:37][C:36]([N:39]3[CH2:46][CH:45]4[NH:47][CH:41]([CH2:42][O:43][CH2:44]4)[CH2:40]3)=[CH:35][C:34]=2[O:48][CH3:49])=[N:30][CH:31]=1.C(N(C(C)C)C(C)C)C.[C:68](O)(=[O:70])[CH3:69]. The catalyst is C(Cl)Cl. The product is [Cl:25][C:26]1[C:27]([C:50]2[N:54]3[CH:55]=[CH:56][CH:57]=[CH:58][C:53]3=[N:52][CH:51]=2)=[N:28][C:29]([NH:32][C:33]2[CH:38]=[CH:37][C:36]([N:39]3[CH2:40][CH:41]4[N:47]([C:68](=[O:70])[CH3:69])[CH:45]([CH2:44][O:43][CH2:42]4)[CH2:46]3)=[CH:35][C:34]=2[O:48][CH3:49])=[N:30][CH:31]=1. The yield is 0.950.